Dataset: Peptide-MHC class I binding affinity with 185,985 pairs from IEDB/IMGT. Task: Regression. Given a peptide amino acid sequence and an MHC pseudo amino acid sequence, predict their binding affinity value. This is MHC class I binding data. The peptide sequence is NSTCYVFGLY. The MHC is HLA-A68:01 with pseudo-sequence HLA-A68:01. The binding affinity (normalized) is 0.797.